From a dataset of Peptide-MHC class I binding affinity with 185,985 pairs from IEDB/IMGT. Regression. Given a peptide amino acid sequence and an MHC pseudo amino acid sequence, predict their binding affinity value. This is MHC class I binding data. (1) The peptide sequence is VYHITVSQI. The MHC is Patr-A0901 with pseudo-sequence Patr-A0901. The binding affinity (normalized) is 0.384. (2) The MHC is HLA-A68:01 with pseudo-sequence HLA-A68:01. The binding affinity (normalized) is 0.629. The peptide sequence is AVSMANIFR. (3) The peptide sequence is ADYLSCSHF. The MHC is HLA-B44:03 with pseudo-sequence HLA-B44:03. The binding affinity (normalized) is 0.268.